Task: Predict the reactants needed to synthesize the given product.. Dataset: Full USPTO retrosynthesis dataset with 1.9M reactions from patents (1976-2016) (1) Given the product [CH3:1][O:2][C:3]1[CH:23]=[CH:22][CH:21]=[CH:20][C:4]=1[O:5][C:6]1[CH:7]=[C:8]([N:12]([CH2:13][C:14]2[CH:15]=[N:16][CH:17]=[CH:18][CH:19]=2)[S:27]([CH2:26][C:25]([F:32])([F:31])[F:24])(=[O:29])=[O:28])[CH:9]=[CH:10][CH:11]=1, predict the reactants needed to synthesize it. The reactants are: [CH3:1][O:2][C:3]1[CH:23]=[CH:22][CH:21]=[CH:20][C:4]=1[O:5][C:6]1[CH:7]=[C:8]([NH:12][CH2:13][C:14]2[CH:15]=[N:16][CH:17]=[CH:18][CH:19]=2)[CH:9]=[CH:10][CH:11]=1.[F:24][C:25]([F:32])([F:31])[CH2:26][S:27](Cl)(=[O:29])=[O:28].C(=O)([O-])[O-].[K+].[K+]. (2) Given the product [C:1]([O:5][C:6]([N:8]1[CH2:13][CH2:12][CH:11]([N:14]([CH:25]2[CH2:30][CH2:29][CH:28]([CH3:31])[CH2:27][CH2:26]2)[C:15]([NH:17][C:18]2[S:19][C:20]([CH2:23][N:41]3[CH2:40][CH2:39][N:38]([C:37](=[O:44])[CH2:36][C:35]([O:34][CH3:33])=[O:45])[CH2:43][CH2:42]3)=[CH:21][N:22]=2)=[O:16])[CH2:10][CH2:9]1)=[O:7])([CH3:4])([CH3:3])[CH3:2], predict the reactants needed to synthesize it. The reactants are: [C:1]([O:5][C:6]([N:8]1[CH2:13][CH2:12][CH:11]([N:14]([CH:25]2[CH2:30][CH2:29][CH:28]([CH3:31])[CH2:27][CH2:26]2)[C:15]([NH:17][C:18]2[S:19][C:20]([CH:23]=O)=[CH:21][N:22]=2)=[O:16])[CH2:10][CH2:9]1)=[O:7])([CH3:4])([CH3:3])[CH3:2].Cl.[CH3:33][O:34][C:35](=[O:45])[CH2:36][C:37](=[O:44])[N:38]1[CH2:43][CH2:42][NH:41][CH2:40][CH2:39]1.C(O[BH-](OC(=O)C)OC(=O)C)(=O)C.[Na+].